From a dataset of Catalyst prediction with 721,799 reactions and 888 catalyst types from USPTO. Predict which catalyst facilitates the given reaction. (1) Reactant: FC(F)(F)[C:3]([OH:5])=O.[CH3:8][NH:9][C:10]([NH:12][CH2:13][C:14]1[CH:19]=[CH:18][CH:17]=[CH:16][C:15]=1[N+:20]([O-:22])=[O:21])=[O:11].C=O.[CH:25](Cl)(Cl)Cl. Product: [CH3:8][N:9]1[C:10](=[O:11])[N:12]([CH2:13][C:14]2[CH:19]=[CH:18][CH:17]=[CH:16][C:15]=2[N+:20]([O-:22])=[O:21])[CH2:3][O:5][CH2:25]1. The catalyst class is: 325. (2) Reactant: [H-].[Na+].[CH:3]1([O:7][CH2:8][C@H:9]([OH:20])[C:10]([NH:12][C:13]2[CH:18]=[N:17][C:16]([CH3:19])=[CH:15][N:14]=2)=[O:11])[CH2:6][CH2:5][CH2:4]1.Cl[C:22]1[N:27]=[CH:26][N:25]=[C:24]2[N:28]([C:31]3[CH:36]=[CH:35][N:34]=[CH:33][C:32]=3[CH3:37])[N:29]=[CH:30][C:23]=12. Product: [CH:3]1([O:7][CH2:8][C@H:9]([O:20][C:22]2[C:23]3[CH:30]=[N:29][N:28]([C:31]4[CH:36]=[CH:35][N:34]=[CH:33][C:32]=4[CH3:37])[C:24]=3[N:25]=[CH:26][N:27]=2)[C:10]([NH:12][C:13]2[CH:18]=[N:17][C:16]([CH3:19])=[CH:15][N:14]=2)=[O:11])[CH2:6][CH2:5][CH2:4]1. The catalyst class is: 1.